The task is: Predict which catalyst facilitates the given reaction.. This data is from Catalyst prediction with 721,799 reactions and 888 catalyst types from USPTO. (1) Reactant: [NH2:1][C:2]1[C:3]2[CH:10]=[CH:9][N:8]([C@@H:11]3[O:17][C@H:16]([CH2:18][OH:19])[C@@H:14]([OH:15])[C@@:12]3([CH3:20])[OH:13])[C:4]=2[N:5]=[CH:6][N:7]=1.[Br:21]N1C(=O)CCC1=O. Product: [NH2:1][C:2]1[C:3]2[C:10]([Br:21])=[CH:9][N:8]([C@@H:11]3[O:17][C@H:16]([CH2:18][OH:19])[C@@H:14]([OH:15])[C@@:12]3([CH3:20])[OH:13])[C:4]=2[N:5]=[CH:6][N:7]=1. The catalyst class is: 3. (2) Reactant: [NH2:1][C@H:2]([C:11]([O:13][C:14]([CH3:17])([CH3:16])[CH3:15])=[O:12])[CH2:3][C:4]1[CH:9]=[CH:8][C:7]([OH:10])=[CH:6][CH:5]=1.F[C:19]1[S:20][C:21]2[CH:27]=[CH:26][CH:25]=[CH:24][C:22]=2[N:23]=1. Product: [S:20]1[C:21]2[CH:27]=[CH:26][CH:25]=[CH:24][C:22]=2[N:23]=[C:19]1[NH:1][C@H:2]([C:11]([O:13][C:14]([CH3:17])([CH3:16])[CH3:15])=[O:12])[CH2:3][C:4]1[CH:9]=[CH:8][C:7]([OH:10])=[CH:6][CH:5]=1. The catalyst class is: 17. (3) Reactant: [NH2:1][C:2]1[CH:15]=[CH:14][C:13]2[C:12]3[C:7](=[CH:8][CH:9]=[CH:10][CH:11]=3)[CH:6]=[CH:5][C:4]=2[CH:3]=1.[BrH:16].O.N. Product: [NH2:1][C:2]1[CH:15]=[CH:14][C:13]2[C:12]3[C:7](=[CH:8][CH:9]=[CH:10][CH:11]=3)[CH:6]=[CH:5][C:4]=2[C:3]=1[Br:16]. The catalyst class is: 6. (4) Product: [Cl:9][C:10]([Cl:15])([Cl:14])[C:11]([C:5]1[N:4]([CH2:3][O:2][CH3:1])[CH:8]=[CH:7][N:6]=1)=[O:12]. The catalyst class is: 2. Reactant: [CH3:1][O:2][CH2:3][N:4]1[CH:8]=[CH:7][N:6]=[CH:5]1.[Cl:9][C:10]([Cl:15])([Cl:14])[C:11](Cl)=[O:12].CCN(CC)CC. (5) Reactant: [Cl:1][C:2]1[CH:3]=[CH:4][C:5]([O:18][CH3:19])=[C:6]([S:8][C:9]2[CH:17]=[CH:16][C:12]([C:13](O)=[O:14])=[CH:11][CH:10]=2)[CH:7]=1.Cl.[CH3:21][N:22](C)CCCN=C=NCC.ON1C2C=CC=CC=2N=N1.C(N(CC)C(C)C)(C)C.CN. Product: [Cl:1][C:2]1[CH:3]=[CH:4][C:5]([O:18][CH3:19])=[C:6]([S:8][C:9]2[CH:17]=[CH:16][C:12]([C:13]([NH:22][CH3:21])=[O:14])=[CH:11][CH:10]=2)[CH:7]=1. The catalyst class is: 18.